This data is from Full USPTO retrosynthesis dataset with 1.9M reactions from patents (1976-2016). The task is: Predict the reactants needed to synthesize the given product. (1) Given the product [NH2:1][C:2]1[C:7]([CH:8]=[O:9])=[CH:6][CH:5]=[C:4]([CH2:10][OH:11])[N:3]=1, predict the reactants needed to synthesize it. The reactants are: [NH2:1][C:2]1[C:7]([CH:8]=[O:9])=[CH:6][CH:5]=[C:4]([CH2:10][O:11]C)[N:3]=1.ClCCl.B(Br)(Br)Br. (2) Given the product [Cl:25][C:8]1[N:6]2[CH:7]=[C:2]([CH:43]=[O:46])[CH:3]=[C:4]([C:26]([F:29])([F:28])[F:27])[C:5]2=[N:10][C:9]=1[C:11]([N:13]1[CH2:18][CH2:17][CH:16]([N:19]2[CH2:23][CH2:22][O:21][C:20]2=[O:24])[CH2:15][CH2:14]1)=[O:12], predict the reactants needed to synthesize it. The reactants are: Br[C:2]1[CH:3]=[C:4]([C:26]([F:29])([F:28])[F:27])[C:5]2[N:6]([C:8]([Cl:25])=[C:9]([C:11]([N:13]3[CH2:18][CH2:17][CH:16]([N:19]4[CH2:23][CH2:22][O:21][C:20]4=[O:24])[CH2:15][CH2:14]3)=[O:12])[N:10]=2)[CH:7]=1.CCN(CC)CC.I([O-])(=O)(=O)=O.[Na+].[CH2:43]([OH:46])CC. (3) Given the product [Cl:1][C:2]1[CH:3]=[CH:4][C:5]2[N:11]([CH2:12][C:13]([CH3:16])([CH3:17])[CH2:14][OH:15])[C:10](=[O:18])[C@@H:9]([CH2:19][C:20]([NH:35][CH2:36][CH2:37][C:38]3[CH:47]=[CH:46][C:41]([C:42]([O:44][CH3:45])=[O:43])=[CH:40][CH:39]=3)=[O:21])[O:8][C@H:7]([C:23]3[CH:28]=[CH:27][CH:26]=[C:25]([O:29][CH3:30])[C:24]=3[O:31][CH3:32])[C:6]=2[CH:33]=1, predict the reactants needed to synthesize it. The reactants are: [Cl:1][C:2]1[CH:3]=[CH:4][C:5]2[N:11]([CH2:12][C:13]([CH3:17])([CH3:16])[CH2:14][OH:15])[C:10](=[O:18])[C@@H:9]([CH2:19][C:20](O)=[O:21])[O:8][C@H:7]([C:23]3[CH:28]=[CH:27][CH:26]=[C:25]([O:29][CH3:30])[C:24]=3[O:31][CH3:32])[C:6]=2[CH:33]=1.Cl.[NH2:35][CH2:36][CH2:37][C:38]1[CH:47]=[CH:46][C:41]([C:42]([O:44][CH3:45])=[O:43])=[CH:40][CH:39]=1.P(C#N)(OCC)(OCC)=O.C(N(CC)CC)C.